From a dataset of Forward reaction prediction with 1.9M reactions from USPTO patents (1976-2016). Predict the product of the given reaction. (1) Given the reactants Cl[C:2]1[C:7]([N+:8]([O-:10])=[O:9])=[CH:6][N:5]=[C:4]2[CH:11]=[CH:12][S:13][C:3]=12.[NH2:14][C:15]1([CH2:25][OH:26])[CH2:24][CH2:23][C:18]2([O:22][CH2:21][CH2:20][O:19]2)[CH2:17][CH2:16]1.C(N(CC)CC)C.O, predict the reaction product. The product is: [N+:8]([C:7]1[C:2]([NH:14][C:15]2([CH2:25][OH:26])[CH2:24][CH2:23][C:18]3([O:19][CH2:20][CH2:21][O:22]3)[CH2:17][CH2:16]2)=[C:3]2[S:13][CH:12]=[CH:11][C:4]2=[N:5][CH:6]=1)([O-:10])=[O:9]. (2) Given the reactants [Cl:1][C:2]1[CH:3]=[N:4][C:5]2[N:6]([N:8]=[C:9]([C:11]([N:13]3[CH2:18][CH2:17][C:16]4[CH:19]=[CH:20][NH:21][C:15]=4[CH:14]3[CH3:22])=[O:12])[CH:10]=2)[CH:7]=1.[NH:23]1[CH:27]=[N:26][N:25]=[N:24]1, predict the reaction product. The product is: [Cl:1][C:2]1[CH:3]=[N:4][C:5]2[N:6]([N:8]=[C:9]([C:11]([N:13]3[CH2:18][CH2:17][C:16]4[CH:19]=[CH:20][N:21]([C:27]5[NH:26][N:25]=[N:24][N:23]=5)[C:15]=4[CH:14]3[CH3:22])=[O:12])[CH:10]=2)[CH:7]=1. (3) Given the reactants [NH2:1][C:2]1[CH:7]=[CH:6][C:5]([OH:8])=[C:4]([CH3:9])[CH:3]=1.[CH2:10]([O:17][C:18](Cl)=[O:19])[C:11]1[CH:16]=[CH:15][CH:14]=[CH:13][CH:12]=1, predict the reaction product. The product is: [CH2:10]([O:17][C:18](=[O:19])[NH:1][C:2]1[CH:7]=[CH:6][C:5]([OH:8])=[C:4]([CH3:9])[CH:3]=1)[C:11]1[CH:16]=[CH:15][CH:14]=[CH:13][CH:12]=1. (4) The product is: [Br:1][C:2]1[CH:3]=[C:4]([C@@H:7]2[CH2:9][C@H:8]2[C:10]([OH:12])=[O:11])[S:5][CH:6]=1. Given the reactants [Br:1][C:2]1[CH:3]=[C:4]([C@@H:7]2[CH2:9][C@H:8]2[C:10]([O:12]CC)=[O:11])[S:5][CH:6]=1.[OH-].[Na+].Cl, predict the reaction product. (5) Given the reactants CC([O:4][C@@H:5]1[C:19](=[O:20])[C@H:18]2[C@@:8]([CH3:27])([CH2:9][CH2:10][C@@H:11]3[C@:17]2([CH3:21])[CH2:16][C@H:15]([C:22]2[CH:23]=[CH:24][O:25][CH:26]=2)[O:14][C:12]3=[O:13])[C@H:7]([C:28]([O:30][CH3:31])=[O:29])[CH2:6]1)=O.C([O-])(O)=O.[Na+], predict the reaction product. The product is: [CH3:27][C@:8]12[C@H:7]([C:28]([O:30][CH3:31])=[O:29])[CH2:6][C@H:5]([OH:4])[C:19](=[O:20])[C@@H:18]1[C@:17]1([CH3:21])[C@H:11]([C:12]([O:14][C@@H:15]([C:22]3[CH:23]=[CH:24][O:25][CH:26]=3)[CH2:16]1)=[O:13])[CH2:10][CH2:9]2.